This data is from NCI-60 drug combinations with 297,098 pairs across 59 cell lines. The task is: Regression. Given two drug SMILES strings and cell line genomic features, predict the synergy score measuring deviation from expected non-interaction effect. (1) Drug 1: CC1=C2C(C(=O)C3(C(CC4C(C3C(C(C2(C)C)(CC1OC(=O)C(C(C5=CC=CC=C5)NC(=O)OC(C)(C)C)O)O)OC(=O)C6=CC=CC=C6)(CO4)OC(=O)C)OC)C)OC. Drug 2: CN1CCC(CC1)COC2=C(C=C3C(=C2)N=CN=C3NC4=C(C=C(C=C4)Br)F)OC. Cell line: NCI-H460. Synergy scores: CSS=33.8, Synergy_ZIP=-1.38, Synergy_Bliss=-2.20, Synergy_Loewe=-15.8, Synergy_HSA=-1.40. (2) Drug 1: CNC(=O)C1=CC=CC=C1SC2=CC3=C(C=C2)C(=NN3)C=CC4=CC=CC=N4. Drug 2: CC1C(C(CC(O1)OC2CC(CC3=C2C(=C4C(=C3O)C(=O)C5=C(C4=O)C(=CC=C5)OC)O)(C(=O)C)O)N)O.Cl. Cell line: A498. Synergy scores: CSS=35.0, Synergy_ZIP=-1.61, Synergy_Bliss=9.30, Synergy_Loewe=4.11, Synergy_HSA=9.49. (3) Drug 1: CCN(CC)CCNC(=O)C1=C(NC(=C1C)C=C2C3=C(C=CC(=C3)F)NC2=O)C. Drug 2: CCN(CC)CCCC(C)NC1=C2C=C(C=CC2=NC3=C1C=CC(=C3)Cl)OC. Cell line: M14. Synergy scores: CSS=6.24, Synergy_ZIP=-3.67, Synergy_Bliss=-2.11, Synergy_Loewe=-7.99, Synergy_HSA=-3.76.